This data is from Forward reaction prediction with 1.9M reactions from USPTO patents (1976-2016). The task is: Predict the product of the given reaction. Given the reactants [CH2:1]([N:8]1[CH2:20][CH2:19][C:11]2[N:12]=[C:13](Cl)[N:14]=[C:15]([O:16][CH3:17])[C:10]=2[CH2:9]1)[C:2]1[CH:7]=[CH:6][CH:5]=[CH:4][CH:3]=1.[CH3:21][C:22]1[C:23](B(O)O)=[C:24]2[C:28](=[CH:29][CH:30]=1)[NH:27][N:26]=[CH:25]2.C([O-])([O-])=O.[Na+].[Na+], predict the reaction product. The product is: [CH2:1]([N:8]1[CH2:20][CH2:19][C:11]2[N:12]=[C:13]([C:23]3[C:22]([CH3:21])=[CH:30][CH:29]=[C:28]4[C:24]=3[CH:25]=[N:26][NH:27]4)[N:14]=[C:15]([O:16][CH3:17])[C:10]=2[CH2:9]1)[C:2]1[CH:7]=[CH:6][CH:5]=[CH:4][CH:3]=1.